From a dataset of Forward reaction prediction with 1.9M reactions from USPTO patents (1976-2016). Predict the product of the given reaction. (1) Given the reactants Br[CH2:2][C:3]([N:5]1[CH2:10][CH2:9][N:8]([C:11]2[CH:16]=[CH:15][C:14]([C:17]([O:26]COC)([C:22]([F:25])([F:24])[F:23])[C:18]([F:21])([F:20])[F:19])=[CH:13][C:12]=2[CH2:30][CH2:31][CH3:32])[CH2:7][C@@H:6]1[CH3:33])=[O:4].[O:34]1[C:38]2[CH:39]=[CH:40][C:41]([C:43]3([CH3:50])[NH:47][C:46](=[O:48])[NH:45][C:44]3=[O:49])=[CH:42][C:37]=2[CH2:36][CH2:35]1, predict the reaction product. The product is: [O:34]1[C:38]2[CH:39]=[CH:40][C:41]([C:43]3([CH3:50])[NH:47][C:46](=[O:48])[N:45]([CH2:2][C:3]([N:5]4[CH2:10][CH2:9][N:8]([C:11]5[CH:16]=[CH:15][C:14]([C:17]([OH:26])([C:18]([F:19])([F:21])[F:20])[C:22]([F:24])([F:25])[F:23])=[CH:13][C:12]=5[CH2:30][CH2:31][CH3:32])[CH2:7][C@@H:6]4[CH3:33])=[O:4])[C:44]3=[O:49])=[CH:42][C:37]=2[CH2:36][CH2:35]1. (2) Given the reactants [CH2:1]([C:3]1[N:12]=[CH:11][C:10]2[C:5](=[CH:6][CH:7]=[CH:8][CH:9]=2)[N:4]=1)C.C1C(=O)N([Br:20])C(=O)C1.C(OOC(=O)C1C=CC=CC=1)(=O)C1C=CC=CC=1, predict the reaction product. The product is: [Br:20][CH2:1][C:3]1[N:12]=[CH:11][C:10]2[C:5](=[CH:6][CH:7]=[CH:8][CH:9]=2)[N:4]=1. (3) Given the reactants [CH3:1][C:2]1[CH:10]=[C:9]([CH3:11])[CH:8]=[CH:7][C:3]=1[C:4]([OH:6])=[O:5].C(Cl)CCl.O[CH2:17][C:18]1[CH:23]=[CH:22][C:21]([CH:24]([C:34]([NH:36][C:37]2[CH:38]=[C:39]3[C:44](=[CH:45][CH:46]=2)[CH:43]=[N:42][CH:41]=[CH:40]3)=[O:35])[CH2:25][NH:26][C:27](=[O:33])[O:28][C:29]([CH3:32])([CH3:31])[CH3:30])=[CH:20][CH:19]=1, predict the reaction product. The product is: [CH3:1][C:2]1[CH:10]=[C:9]([CH3:11])[CH:8]=[CH:7][C:3]=1[C:4]([O:6][CH2:17][C:18]1[CH:19]=[CH:20][C:21]([CH:24]([CH2:25][NH:26][C:27]([O:28][C:29]([CH3:32])([CH3:31])[CH3:30])=[O:33])[C:34]([NH:36][C:37]2[CH:38]=[C:39]3[C:44](=[CH:45][CH:46]=2)[CH:43]=[N:42][CH:41]=[CH:40]3)=[O:35])=[CH:22][CH:23]=1)=[O:5].